This data is from Reaction yield outcomes from USPTO patents with 853,638 reactions. The task is: Predict the reaction yield, written as a fraction of the theoretical maximum amount of product (1.0 means a 100% yield; for example, 0.34 means a 34% yield). (1) The reactants are [F:1][C:2]1[N:7]=[C:6]([CH:8]([OH:29])[CH:9]([CH2:15][C:16]2[CH:21]=[CH:20][CH:19]=[C:18]([O:22][C:23]([F:28])([F:27])[CH:24]([F:26])[F:25])[CH:17]=2)[C:10]([O:12]CC)=[O:11])[CH:5]=[CH:4][CH:3]=1.[OH-].[Na+].Cl. The yield is 0.740. The catalyst is CO. The product is [F:1][C:2]1[N:7]=[C:6]([CH:8]([OH:29])[CH:9]([CH2:15][C:16]2[CH:21]=[CH:20][CH:19]=[C:18]([O:22][C:23]([F:27])([F:28])[CH:24]([F:25])[F:26])[CH:17]=2)[C:10]([OH:12])=[O:11])[CH:5]=[CH:4][CH:3]=1. (2) The yield is 0.800. The catalyst is C(Cl)Cl. The reactants are [Br:1][C:2]1[CH:9]=[C:8]([S:10][C:11]2[CH:16]=[CH:15][CH:14]=[C:13]([Cl:17])[CH:12]=2)[CH:7]=[CH:6][C:3]=1[CH2:4][OH:5].C(N(CC)C(C)C)(C)C.[CH3:27][O:28][CH2:29]Cl.O. The product is [Br:1][C:2]1[CH:9]=[C:8]([S:10][C:11]2[CH:16]=[CH:15][CH:14]=[C:13]([Cl:17])[CH:12]=2)[CH:7]=[CH:6][C:3]=1[CH2:4][O:5][CH2:27][O:28][CH3:29]. (3) The reactants are [CH3:1][O:2][C:3]([C:5]1[C:9]([N+:10]([O-])=O)=[CH:8][NH:7][N:6]=1)=[O:4].N#N.[H][H]. The catalyst is [Pd].C(O)C. The product is [CH3:1][O:2][C:3]([C:5]1[C:9]([NH2:10])=[CH:8][NH:7][N:6]=1)=[O:4]. The yield is 0.989. (4) The reactants are O[C:2]1[C:7]([CH3:8])=[N:6][N:5]([CH3:9])[C:4](=[O:10])[CH:3]=1.O=P(Cl)(Cl)[Cl:13]. No catalyst specified. The product is [Cl:13][C:2]1[C:7]([CH3:8])=[N:6][N:5]([CH3:9])[C:4](=[O:10])[CH:3]=1. The yield is 0.700. (5) The reactants are C(OC(N1CCN(C2C(=O)N(CC(C)C)N=C(C3C=CC(F)=C(F)C=3)C=2C)CC1)=O)(C)(C)C.[C:34]([C:37]1[C:38](=[O:55])[N:39]([CH2:51][CH:52]([CH3:54])[CH3:53])[N:40]=[C:41]([C:43]2[CH:48]=[CH:47][C:46]([F:49])=[CH:45][C:44]=2[F:50])[CH:42]=1)(O)=[O:35]. No catalyst specified. The product is [F:50][C:44]1[CH:45]=[C:46]([F:49])[CH:47]=[CH:48][C:43]=1[C:41]1[CH:42]=[C:37]([CH2:34][OH:35])[C:38](=[O:55])[N:39]([CH2:51][CH:52]([CH3:53])[CH3:54])[N:40]=1. The yield is 0.450. (6) The reactants are [CH3:1][C:2]1[S:6][C:5]2[CH:7]=[C:8]([O:11][C:12]3[CH:17]=[CH:16][N:15]=[C:14]4[CH:18]=[C:19]([C:21]5[N:22]([CH3:26])[CH:23]=[CH:24][N:25]=5)[S:20][C:13]=34)[CH:9]=[CH:10][C:4]=2[C:3]=1[C:27]([OH:29])=O.[NH2:30][CH2:31][CH2:32][CH2:33][OH:34].C(N(CC)C(C)C)(C)C.CN(C(ON1N=NC2C=CC=CC1=2)=[N+](C)C)C.F[P-](F)(F)(F)(F)F. No catalyst specified. The product is [OH:34][CH2:33][CH2:32][CH2:31][NH:30][C:27]([C:3]1[C:4]2[CH:10]=[CH:9][C:8]([O:11][C:12]3[CH:17]=[CH:16][N:15]=[C:14]4[CH:18]=[C:19]([C:21]5[N:22]([CH3:26])[CH:23]=[CH:24][N:25]=5)[S:20][C:13]=34)=[CH:7][C:5]=2[S:6][C:2]=1[CH3:1])=[O:29]. The yield is 0.590. (7) The reactants are FC(F)(F)S(O[C:7]1[C:12]2[O:13][CH:14]([CH2:17][O:18][S:19]([C:22]3[CH:27]=[CH:26][C:25]([CH3:28])=[CH:24][CH:23]=3)(=[O:21])=[O:20])[CH2:15][O:16][C:11]=2[CH:10]=[CH:9][CH:8]=1)(=O)=O.[CH3:31][O:32][C:33]1[CH:38]=[CH:37][C:36]([Cl:39])=[CH:35][C:34]=1B(O)O. No catalyst specified. The product is [CH3:31][O:32][C:33]1[CH:38]=[CH:37][C:36]([Cl:39])=[CH:35][C:34]=1[C:7]1[C:12]2[O:13][CH:14]([CH2:17][O:18][S:19]([C:22]3[CH:23]=[CH:24][C:25]([CH3:28])=[CH:26][CH:27]=3)(=[O:20])=[O:21])[CH2:15][O:16][C:11]=2[CH:10]=[CH:9][CH:8]=1. The yield is 1.00.